From a dataset of Full USPTO retrosynthesis dataset with 1.9M reactions from patents (1976-2016). Predict the reactants needed to synthesize the given product. (1) Given the product [CH2:1]([O:3][C:4]1[C:25]([O:26][CH3:27])=[CH:24][C:7]2[C:8]3[N:13]([CH:14]([CH2:16][CH3:17])[CH2:15][C:6]=2[CH:5]=1)[CH:12]=[C:11]([C:18]([OH:20])=[O:19])[C:10](=[O:23])[CH:9]=3)[CH3:2], predict the reactants needed to synthesize it. The reactants are: [CH2:1]([O:3][C:4]1[C:25]([O:26][CH3:27])=[CH:24][C:7]2[C:8]3[N:13]([CH:14]([CH2:16][CH3:17])[CH2:15][C:6]=2[CH:5]=1)[CH:12]=[C:11]([C:18]([O:20]CC)=[O:19])[C:10](=[O:23])[CH:9]=3)[CH3:2].O[Li].O. (2) Given the product [C:18]([C:21]1[CH:22]=[CH:23][C:24]([O:28][CH3:29])=[C:25]([CH:27]=1)[NH:26][C:2]1[CH:7]=[C:6]([C:8]([F:11])([F:10])[F:9])[N:5]=[C:4]([C:12]2[CH:17]=[N:16][CH:15]=[CH:14][N:13]=2)[N:3]=1)([OH:20])=[O:19], predict the reactants needed to synthesize it. The reactants are: Cl[C:2]1[CH:7]=[C:6]([C:8]([F:11])([F:10])[F:9])[N:5]=[C:4]([C:12]2[CH:17]=[N:16][CH:15]=[CH:14][N:13]=2)[N:3]=1.[C:18]([C:21]1[CH:22]=[CH:23][C:24]([O:28][CH3:29])=[C:25]([CH:27]=1)[NH2:26])([OH:20])=[O:19]. (3) Given the product [CH2:16]([O:18][C:19]1[CH:20]=[CH:21][C:22]([S:25]([NH:8][CH2:7][C:2]2[CH:3]=[CH:4][CH:5]=[CH:6][N:1]=2)(=[O:27])=[O:26])=[CH:23][CH:24]=1)[CH3:17], predict the reactants needed to synthesize it. The reactants are: [N:1]1[CH:6]=[CH:5][CH:4]=[CH:3][C:2]=1[CH2:7][NH2:8].C(N(CC)CC)C.[CH2:16]([O:18][C:19]1[CH:24]=[CH:23][C:22]([S:25](Cl)(=[O:27])=[O:26])=[CH:21][CH:20]=1)[CH3:17].